From a dataset of Catalyst prediction with 721,799 reactions and 888 catalyst types from USPTO. Predict which catalyst facilitates the given reaction. Reactant: [CH2:1]([O:8][CH2:9][CH2:10][C:11]1([CH2:16][CH2:17]OS(C2C=CC(C)=CC=2)(=O)=O)[O:15][CH2:14][CH2:13][O:12]1)[C:2]1[CH:7]=[CH:6][CH:5]=[CH:4][CH:3]=1.[I-:29].[Na+].C(OCC)(=O)C. Product: [CH2:1]([O:8][CH2:9][CH2:10][C:11]1([CH2:16][CH2:17][I:29])[O:15][CH2:14][CH2:13][O:12]1)[C:2]1[CH:7]=[CH:6][CH:5]=[CH:4][CH:3]=1. The catalyst class is: 60.